Task: Predict the reaction yield, written as a fraction of the theoretical maximum amount of product (1.0 means a 100% yield; for example, 0.34 means a 34% yield).. Dataset: Reaction yield outcomes from USPTO patents with 853,638 reactions (1) The reactants are [F:1][C:2]1[C:10]2[C:5](=[C:6]([N:11]([CH3:20])[S:12]([C:15]3[S:16][CH:17]=[CH:18][CH:19]=3)(=[O:14])=[O:13])[CH:7]=[CH:8][CH:9]=2)[NH:4][C:3]=1[C:21]1[S:22][CH:23]([CH2:26][C:27]([O:29]CC)=[O:28])[CH2:24][N:25]=1.[OH-].[Na+].Cl. The catalyst is O1CCCC1.C(O)C. The product is [F:1][C:2]1[C:10]2[C:5](=[C:6]([N:11]([CH3:20])[S:12]([C:15]3[S:16][CH:17]=[CH:18][CH:19]=3)(=[O:13])=[O:14])[CH:7]=[CH:8][CH:9]=2)[NH:4][C:3]=1[C:21]1[S:22][CH:23]([CH2:26][C:27]([OH:29])=[O:28])[CH2:24][N:25]=1. The yield is 0.850. (2) The reactants are C([O:8][C:9]1[CH:14]=[C:13]([F:15])[CH:12]=[CH:11][C:10]=1[C:16]1[N:21]=[N:20][C:19]([N:22]([CH3:33])[CH:23]2[CH2:28][C:27]([CH3:30])([CH3:29])[NH:26][C:25]([CH3:32])([CH3:31])[CH2:24]2)=[CH:18][CH:17]=1)C1C=CC=CC=1.CCOC(C)=O. The catalyst is CO.C(Cl)Cl.[Pd]. The product is [F:15][C:13]1[CH:12]=[CH:11][C:10]([C:16]2[N:21]=[N:20][C:19]([N:22]([CH3:33])[CH:23]3[CH2:28][C:27]([CH3:29])([CH3:30])[NH:26][C:25]([CH3:32])([CH3:31])[CH2:24]3)=[CH:18][CH:17]=2)=[C:9]([OH:8])[CH:14]=1. The yield is 0.820. (3) The reactants are [Cl:1][C:2]1[C:3](=[O:28])[N:4]([CH2:18][C:19]2[CH:20]=[C:21]3[C:25](=[CH:26][CH:27]=2)[NH:24][CH:23]=[CH:22]3)[CH:5]=[CH:6][C:7]=1[O:8][CH2:9][C:10]1[CH:15]=[CH:14][C:13]([F:16])=[CH:12][C:11]=1[F:17].[CH3:29]N(C=O)C.[H-].[Na+].S(OC)(OC)(=O)=O. The yield is 0.870. The catalyst is O. The product is [Cl:1][C:2]1[C:3](=[O:28])[N:4]([CH2:18][C:19]2[CH:20]=[C:21]3[C:25](=[CH:26][CH:27]=2)[N:24]([CH3:29])[CH:23]=[CH:22]3)[CH:5]=[CH:6][C:7]=1[O:8][CH2:9][C:10]1[CH:15]=[CH:14][C:13]([F:16])=[CH:12][C:11]=1[F:17]. (4) The reactants are [CH3:1][O:2][C:3]1[CH:8]=[CH:7][C:6]([N:9]2[C:13]3[C:14](=[O:31])[N:15]([C:18]4[CH:23]=[CH:22][C:21]([N:24]5[CH:29]=[CH:28][CH:27]=[CH:26][C:25]5=[O:30])=[CH:20][CH:19]=4)[CH2:16][CH2:17][C:12]=3[C:11]([C:32]([O:34]CC)=[O:33])=[N:10]2)=[CH:5][CH:4]=1.[OH-].[Li+].CO.Cl. The catalyst is O.C1COCC1. The product is [CH3:1][O:2][C:3]1[CH:8]=[CH:7][C:6]([N:9]2[C:13]3[C:14](=[O:31])[N:15]([C:18]4[CH:19]=[CH:20][C:21]([N:24]5[CH:29]=[CH:28][CH:27]=[CH:26][C:25]5=[O:30])=[CH:22][CH:23]=4)[CH2:16][CH2:17][C:12]=3[C:11]([C:32]([OH:34])=[O:33])=[N:10]2)=[CH:5][CH:4]=1. The yield is 0.790. (5) The reactants are C1(S([N:10]2[C:18]3[C:13](=[CH:14][C:15]([CH2:19][CH3:20])=[CH:16][CH:17]=3)[CH2:12][CH2:11]2)(=O)=O)C=CC=CC=1.[OH-].[Na+]. The catalyst is Br. The product is [CH2:19]([C:15]1[CH:14]=[C:13]2[C:18](=[CH:17][CH:16]=1)[NH:10][CH2:11][CH2:12]2)[CH3:20]. The yield is 0.320.